Dataset: NCI-60 drug combinations with 297,098 pairs across 59 cell lines. Task: Regression. Given two drug SMILES strings and cell line genomic features, predict the synergy score measuring deviation from expected non-interaction effect. Drug 1: C1CN1C2=NC(=NC(=N2)N3CC3)N4CC4. Drug 2: C1=NNC2=C1C(=O)NC=N2. Cell line: UACC-257. Synergy scores: CSS=14.6, Synergy_ZIP=-5.37, Synergy_Bliss=-1.86, Synergy_Loewe=-7.59, Synergy_HSA=-0.766.